This data is from NCI-60 drug combinations with 297,098 pairs across 59 cell lines. The task is: Regression. Given two drug SMILES strings and cell line genomic features, predict the synergy score measuring deviation from expected non-interaction effect. (1) Drug 1: CC12CCC(CC1=CCC3C2CCC4(C3CC=C4C5=CN=CC=C5)C)O. Drug 2: C1=NNC2=C1C(=O)NC=N2. Cell line: HCC-2998. Synergy scores: CSS=-0.775, Synergy_ZIP=-1.66, Synergy_Bliss=-0.291, Synergy_Loewe=-5.95, Synergy_HSA=-3.73. (2) Drug 1: C1CN1P(=S)(N2CC2)N3CC3. Synergy scores: CSS=1.01, Synergy_ZIP=-1.90, Synergy_Bliss=-1.34, Synergy_Loewe=-2.04, Synergy_HSA=-1.69. Cell line: SNB-75. Drug 2: C1=NC2=C(N=C(N=C2N1C3C(C(C(O3)CO)O)F)Cl)N. (3) Drug 1: CC1=C2C(C(=O)C3(C(CC4C(C3C(C(C2(C)C)(CC1OC(=O)C(C(C5=CC=CC=C5)NC(=O)OC(C)(C)C)O)O)OC(=O)C6=CC=CC=C6)(CO4)OC(=O)C)OC)C)OC. Drug 2: CN1CCC(CC1)COC2=C(C=C3C(=C2)N=CN=C3NC4=C(C=C(C=C4)Br)F)OC. Cell line: OVCAR-8. Synergy scores: CSS=62.2, Synergy_ZIP=4.67, Synergy_Bliss=4.20, Synergy_Loewe=-13.2, Synergy_HSA=5.53. (4) Drug 1: CC1C(C(=O)NC(C(=O)N2CCCC2C(=O)N(CC(=O)N(C(C(=O)O1)C(C)C)C)C)C(C)C)NC(=O)C3=C4C(=C(C=C3)C)OC5=C(C(=O)C(=C(C5=N4)C(=O)NC6C(OC(=O)C(N(C(=O)CN(C(=O)C7CCCN7C(=O)C(NC6=O)C(C)C)C)C)C(C)C)C)N)C. Drug 2: C1C(C(OC1N2C=NC3=C(N=C(N=C32)Cl)N)CO)O. Cell line: A549. Synergy scores: CSS=48.0, Synergy_ZIP=5.56, Synergy_Bliss=4.06, Synergy_Loewe=5.91, Synergy_HSA=4.45. (5) Drug 1: C1CC(C1)(C(=O)O)C(=O)O.[NH2-].[NH2-].[Pt+2]. Drug 2: N.N.Cl[Pt+2]Cl. Cell line: SNB-75. Synergy scores: CSS=19.0, Synergy_ZIP=-6.63, Synergy_Bliss=-2.89, Synergy_Loewe=-4.85, Synergy_HSA=0.310. (6) Drug 1: C1=CN(C(=O)N=C1N)C2C(C(C(O2)CO)O)O.Cl. Drug 2: C1CC(=O)NC(=O)C1N2C(=O)C3=CC=CC=C3C2=O. Cell line: SK-MEL-5. Synergy scores: CSS=15.1, Synergy_ZIP=-0.0196, Synergy_Bliss=4.12, Synergy_Loewe=-42.6, Synergy_HSA=1.54.